The task is: Binary Classification. Given a miRNA mature sequence and a target amino acid sequence, predict their likelihood of interaction.. This data is from Experimentally validated miRNA-target interactions with 360,000+ pairs, plus equal number of negative samples. (1) The miRNA is hsa-miR-1470 with sequence GCCCUCCGCCCGUGCACCCCG. The protein sequence of the target gene is MGVTCVSQMPVAEGKSVQQTVELLTRKLEMLGAEKQGTFCVDCETYHTAASTLGSQGQTGKLMYVMHNSEYPLSCFALFENGPCLIADTNFDVLMVKLKGFFQSAKASKIETRGTRYQYCDFLVKVGTVTMGPSARGISVEVEYGPCVVASDCWSLLLEFLQSFLGSHTPGAPAVFGNRHDAVYGPADTMVQYMELFNKIRKQQQVPVAGIR. Result: 0 (no interaction). (2) The miRNA is mmu-miR-100-5p with sequence AACCCGUAGAUCCGAACUUGUG. The protein sequence of the target gene is MITLITEQLQKQTLDELKCTRFSVSLPLPDHADIPNCGDPFQLVSEGASWRGLPHCSCAEFQDSLNFSYHPSGLSLHLRPPSRGNSPKEPPLSQVLSPEPPDPEKLPVPPAPPSKRHCRSLSVPVDLSRWQPVWRPAPSKLWTPIKHRGNAGGGGPQVPQQSPPKRVSSLRFLQAPSASSQCAPAHRPYSPPFFSLALAQDSAQPCATSPQSGSWESDAESLSPCPPQRRFSLSPSLGPQASRFLPSARSSPASSPELPWRPRGLRNLPRSRSQPCDLDARKTGVKRRHEEDCRRLRPSL.... Result: 0 (no interaction).